From a dataset of Reaction yield outcomes from USPTO patents with 853,638 reactions. Predict the reaction yield, written as a fraction of the theoretical maximum amount of product (1.0 means a 100% yield; for example, 0.34 means a 34% yield). The reactants are [CH:1]1([NH:7][C:8](=[O:28])[CH2:9][C:10]2[CH:15]=[C:14]([I:16])[C:13]([O:17][C:18]3[CH:23]=[C:22]([I:24])[C:21]([OH:25])=[C:20]([I:26])[CH:19]=3)=[C:12]([I:27])[CH:11]=2)[CH2:6][CH2:5][CH2:4][CH2:3][CH2:2]1.C([O-])([O-])=O.[Cs+].[Cs+].[Cl:35][CH:36](Cl)[CH3:37]. No catalyst specified. The product is [Cl:35][CH2:36][CH2:37][O:25][C:21]1[C:22]([I:24])=[CH:23][C:18]([O:17][C:13]2[C:14]([I:16])=[CH:15][C:10]([CH2:9][C:8]([NH:7][CH:1]3[CH2:2][CH2:3][CH2:4][CH2:5][CH2:6]3)=[O:28])=[CH:11][C:12]=2[I:27])=[CH:19][C:20]=1[I:26]. The yield is 0.0500.